From a dataset of Reaction yield outcomes from USPTO patents with 853,638 reactions. Predict the reaction yield, written as a fraction of the theoretical maximum amount of product (1.0 means a 100% yield; for example, 0.34 means a 34% yield). (1) The catalyst is CN(C=O)C. The reactants are [OH:1][C:2]1[CH:3]=[C:4]([CH:7]=[CH:8][CH:9]=1)[CH2:5][OH:6].Cl[C:11]1[CH:16]=[CH:15][C:14]([C:17]([F:20])([F:19])[F:18])=[CH:13][N:12]=1.C(=O)([O-])[O-].[K+].[K+]. The product is [F:18][C:17]([F:20])([F:19])[C:14]1[CH:15]=[CH:16][C:11]([O:1][C:2]2[CH:3]=[C:4]([CH2:5][OH:6])[CH:7]=[CH:8][CH:9]=2)=[N:12][CH:13]=1. The yield is 0.530. (2) The reactants are [C:1]([N:8]1[CH2:13][CH2:12][CH:11]([C:14]([NH:16][C:17]2[CH:22]=[CH:21][C:20]([S:23]([CH3:26])(=[O:25])=[O:24])=[CH:19][C:18]=2I)=[O:15])[CH2:10][CH2:9]1)([O:3][C:4]([CH3:7])([CH3:6])[CH3:5])=[O:2].[C:28]([O-])([O-])=[O:29].[K+].[K+]. The catalyst is C(#N)C.C1C=CC([P]([Pd]([P](C2C=CC=CC=2)(C2C=CC=CC=2)C2C=CC=CC=2)([P](C2C=CC=CC=2)(C2C=CC=CC=2)C2C=CC=CC=2)[P](C2C=CC=CC=2)(C2C=CC=CC=2)C2C=CC=CC=2)(C2C=CC=CC=2)C2C=CC=CC=2)=CC=1.[Cu]I. The product is [C:1]([N:8]1[CH2:13][CH2:12][CH:11]([C:14]2[O:15][C:28](=[O:29])[C:18]3[CH:19]=[C:20]([S:23]([CH3:26])(=[O:25])=[O:24])[CH:21]=[CH:22][C:17]=3[N:16]=2)[CH2:10][CH2:9]1)([O:3][C:4]([CH3:7])([CH3:6])[CH3:5])=[O:2]. The yield is 0.320. (3) The reactants are C1C=CC(C2C=CC=CC=2)=CC=1.C1C=CC(OC2C=CC=CC=2)=CC=1.CC1(C)O[C:31](=[O:33])[C:30](=[CH:34][NH:35][C:36]2[CH:40]=[CH:39][S:38][CH:37]=2)C(=O)O1.C(OC(C)C)(C)C. No catalyst specified. The product is [S:38]1[C:37]2[C:31](=[O:33])[CH:30]=[CH:34][NH:35][C:36]=2[CH:40]=[CH:39]1. The yield is 0.790. (4) The reactants are C([O:4][C:5]1[CH:6]=[C:7]2[C:12](=[CH:13][CH:14]=1)[N:11]=[C:10]([C:15]1[CH:20]=[CH:19][CH:18]=[C:17]([NH2:21])[CH:16]=1)[N:9]=[C:8]2[NH:22][C:23]1[CH:24]=[C:25]2[C:29](=[CH:30][CH:31]=1)[N:28]([C:32]([O:34][C:35]([CH3:38])([CH3:37])[CH3:36])=[O:33])[N:27]=[CH:26]2)(=O)C.CCN(C(C)C)C(C)C.[C:48](Cl)(=[O:52])[CH2:49][CH2:50][CH3:51].CCOCC. The catalyst is ClCCl. The product is [C:48]([NH:21][C:17]1[CH:16]=[C:15]([C:10]2[N:9]=[C:8]([NH:22][C:23]3[CH:24]=[C:25]4[C:29](=[CH:30][CH:31]=3)[N:28]([C:32]([O:34][C:35]([CH3:36])([CH3:38])[CH3:37])=[O:33])[N:27]=[CH:26]4)[C:7]3[C:12](=[CH:13][CH:14]=[C:5]([OH:4])[CH:6]=3)[N:11]=2)[CH:20]=[CH:19][CH:18]=1)(=[O:52])[CH2:49][CH2:50][CH3:51]. The yield is 0.590. (5) The reactants are [Cl:1][C:2]1[CH:8]=[CH:7][CH:6]=[CH:5][C:3]=1[NH2:4].[N:9]([O-])=O.[Na+].C([O-])(=O)C.[Na+].[C:18]([CH2:21][C:22](=[O:24])[CH3:23])(=[O:20])[CH3:19]. The catalyst is C(O)(=O)C.Cl.O.C(O)C. The product is [Cl:1][C:2]1[CH:8]=[CH:7][CH:6]=[CH:5][C:3]=1[NH:4][N:9]=[C:21]([C:22](=[O:24])[CH3:23])[C:18](=[O:20])[CH3:19]. The yield is 0.460. (6) The reactants are [C:1]([C:4]1[C:22](=[O:23])[C@@:8]2([CH3:24])[C:9]3[C:15]([OH:16])=[CH:14][C:13]([O:17][CH3:18])=[C:12]([C:19]([NH2:21])=[O:20])[C:10]=3[O:11][C:7]2=[CH:6][C:5]=1[OH:25])(=[O:3])[CH3:2].[CH2:26]([O:33][C:34]1[C:43]2[C:38](=[CH:39][CH:40]=[CH:41][CH:42]=2)[C:37]([CH:44]=O)=[CH:36][CH:35]=1)[C:27]1[CH:32]=[CH:31][CH:30]=[CH:29][CH:28]=1.C([SiH](CC)CC)C.FC(F)(F)C(O)=O. The catalyst is C(#N)C. The product is [C:1]([C:4]1[C:22](=[O:23])[C@@:8]2([CH3:24])[C:9]3[C:15]([OH:16])=[CH:14][C:13]([O:17][CH3:18])=[C:12]([C:19]([NH:21][CH2:44][C:37]4[C:38]5[C:43](=[CH:42][CH:41]=[CH:40][CH:39]=5)[C:34]([O:33][CH2:26][C:27]5[CH:32]=[CH:31][CH:30]=[CH:29][CH:28]=5)=[CH:35][CH:36]=4)=[O:20])[C:10]=3[O:11][C:7]2=[CH:6][C:5]=1[OH:25])(=[O:3])[CH3:2]. The yield is 0.510. (7) The reactants are C[O:2][C:3]1[CH:4]=[C:5]2[C:14](=[CH:15][CH:16]=1)[CH:13]([CH2:17][O:18][CH3:19])[CH:12]([C:20]1[CH:25]=[CH:24][C:23]([O:26]C)=[CH:22][CH:21]=1)[CH:11]1[CH:6]2[CH2:7][CH2:8][CH2:9][CH2:10]1.C([S-])C.[Na+].CN(C=O)C. The catalyst is C(OCC)(=O)C. The product is [OH:26][C:23]1[CH:24]=[CH:25][C:20]([CH:12]2[CH:13]([CH2:17][O:18][CH3:19])[C:14]3[CH:15]=[CH:16][C:3]([OH:2])=[CH:4][C:5]=3[CH:6]3[CH:11]2[CH2:10][CH2:9][CH2:8][CH2:7]3)=[CH:21][CH:22]=1. The yield is 0.330.